From a dataset of Forward reaction prediction with 1.9M reactions from USPTO patents (1976-2016). Predict the product of the given reaction. (1) The product is: [CH2:1]([O:3][C:4]([C:6]1([C:9]2[CH:10]=[CH:11][C:12]([C:15]3[CH:20]=[CH:19][C:18]([C:21]4[O:25][N:24]=[C:23]([CH3:26])[C:22]=4[NH:27][C:29]4[CH:30]=[N:31][CH:32]=[C:33]([C:35]5[CH:40]=[C:39]([F:41])[CH:38]=[CH:37][C:36]=5[F:42])[CH:34]=4)=[CH:17][CH:16]=3)=[CH:13][CH:14]=2)[CH2:8][CH2:7]1)=[O:5])[CH3:2]. Given the reactants [CH2:1]([O:3][C:4]([C:6]1([C:9]2[CH:14]=[CH:13][C:12]([C:15]3[CH:20]=[CH:19][C:18]([C:21]4[O:25][N:24]=[C:23]([CH3:26])[C:22]=4[NH2:27])=[CH:17][CH:16]=3)=[CH:11][CH:10]=2)[CH2:8][CH2:7]1)=[O:5])[CH3:2].Br[C:29]1[CH:30]=[N:31][CH:32]=[C:33]([C:35]2[CH:40]=[C:39]([F:41])[CH:38]=[CH:37][C:36]=2[F:42])[CH:34]=1, predict the reaction product. (2) Given the reactants [C:1]([N:9]=[C:10]=[S:11])(=[O:8])[C:2]1[CH:7]=[CH:6][CH:5]=[CH:4][CH:3]=1.[NH2:12][C:13]1([C:27]2[CH:32]=[CH:31][CH:30]=[CH:29][CH:28]=2)[CH:17]([CH2:18][OH:19])[CH2:16][N:15]([C:20]([O:22][C:23]([CH3:26])([CH3:25])[CH3:24])=[O:21])[CH2:14]1.C(=O)(O)[O-].[Na+].ClCCl, predict the reaction product. The product is: [C:1]([NH:9][C:10]([NH:12][C:13]1([C:27]2[CH:32]=[CH:31][CH:30]=[CH:29][CH:28]=2)[CH:17]([CH2:18][OH:19])[CH2:16][N:15]([C:20]([O:22][C:23]([CH3:26])([CH3:24])[CH3:25])=[O:21])[CH2:14]1)=[S:11])(=[O:8])[C:2]1[CH:7]=[CH:6][CH:5]=[CH:4][CH:3]=1.